Dataset: Reaction yield outcomes from USPTO patents with 853,638 reactions. Task: Predict the reaction yield, written as a fraction of the theoretical maximum amount of product (1.0 means a 100% yield; for example, 0.34 means a 34% yield). (1) The reactants are [NH2:1][C@@H:2]([CH2:6][CH2:7][CH2:8][C:9]([O:11][CH3:12])=[O:10])[C:3]([OH:5])=[O:4].[N:13]1[CH:18]=[CH:17][CH:16]=[N:15][C:14]=1[C:19]1[CH:27]=[CH:26][C:22]([C:23](Cl)=[O:24])=[CH:21][CH:20]=1. No catalyst specified. The product is [CH3:12][O:11][C:9](=[O:10])[CH2:8][CH2:7][CH2:6][C@H:2]([NH:1][C:23]([C:22]1[CH:21]=[CH:20][C:19]([C:14]2[N:13]=[CH:18][CH:17]=[CH:16][N:15]=2)=[CH:27][CH:26]=1)=[O:24])[C:3]([OH:5])=[O:4]. The yield is 0.590. (2) The reactants are [CH3:1][O:2][C:3](=[O:14])[C:4]1[CH:9]=[C:8](Br)[C:7]([F:11])=[CH:6][C:5]=1[O:12][CH3:13].[C:15]([Cu])#[N:16].[Li+].[Cl-].Cl. The catalyst is CN(C=O)C.O.O.O.O.O.O.[Fe](Cl)(Cl)Cl.C(OCC)(=O)C. The product is [CH3:1][O:2][C:3](=[O:14])[C:4]1[CH:9]=[C:8]([C:15]#[N:16])[C:7]([F:11])=[CH:6][C:5]=1[O:12][CH3:13]. The yield is 0.750. (3) The reactants are [F:1][C:2]1[CH:3]=[C:4]([C:12](OC)=[O:13])[C:5]2[O:10][CH2:9][CH2:8][O:7][C:6]=2[CH:11]=1.[H-].[Al+3].[Li+].[H-].[H-].[H-].O.[OH-].[Na+]. The catalyst is O1CCCC1. The product is [F:1][C:2]1[CH:3]=[C:4]([CH2:12][OH:13])[C:5]2[O:10][CH2:9][CH2:8][O:7][C:6]=2[CH:11]=1. The yield is 1.00.